This data is from Peptide-MHC class II binding affinity with 134,281 pairs from IEDB. The task is: Regression. Given a peptide amino acid sequence and an MHC pseudo amino acid sequence, predict their binding affinity value. This is MHC class II binding data. (1) The peptide sequence is DDMIAAYTAALVSGT. The MHC is DRB1_1501 with pseudo-sequence DRB1_1501. The binding affinity (normalized) is 0.823. (2) The peptide sequence is PKGFYASPSVKTSLV. The MHC is H-2-IAb with pseudo-sequence H-2-IAb. The binding affinity (normalized) is 0.592. (3) The peptide sequence is MSSKFPELGMNASHC. The MHC is DRB1_0405 with pseudo-sequence DRB1_0405. The binding affinity (normalized) is 0.168. (4) The peptide sequence is LVAGPAGSYAADLGY. The MHC is DRB1_0101 with pseudo-sequence DRB1_0101. The binding affinity (normalized) is 0.339. (5) The peptide sequence is GELQIVDKIDAAHKI. The MHC is DRB4_0101 with pseudo-sequence DRB4_0103. The binding affinity (normalized) is 0.731.